Dataset: Full USPTO retrosynthesis dataset with 1.9M reactions from patents (1976-2016). Task: Predict the reactants needed to synthesize the given product. (1) Given the product [F:1][C:2]1[CH:3]=[C:4]([N:12]2[CH2:17][CH2:16][N:15]([C:27]([C:26]3[CH:30]=[C:22]([S:19]([CH3:18])(=[O:21])=[O:20])[CH:23]=[CH:24][C:25]=3[C:31]3[S:32][CH:33]=[CH:34][N:35]=3)=[O:28])[CH2:14][CH2:13]2)[CH:5]=[CH:6][C:7]=1[C:8]([F:9])([F:11])[F:10], predict the reactants needed to synthesize it. The reactants are: [F:1][C:2]1[CH:3]=[C:4]([N:12]2[CH2:17][CH2:16][NH:15][CH2:14][CH2:13]2)[CH:5]=[CH:6][C:7]=1[C:8]([F:11])([F:10])[F:9].[CH3:18][S:19]([C:22]1[CH:23]=[CH:24][C:25]([C:31]2[S:32][CH:33]=[CH:34][N:35]=2)=[C:26]([CH:30]=1)[C:27](O)=[O:28])(=[O:21])=[O:20]. (2) Given the product [S:1]1[CH:5]=[CH:4][N:3]=[C:2]1[NH:6][C:7]([C:9]1[C:10]([C:18]2[CH:19]=[CH:20][CH:21]=[CH:22][CH:23]=2)=[CH:11][C:12]([NH2:15])=[CH:13][CH:14]=1)=[O:8], predict the reactants needed to synthesize it. The reactants are: [S:1]1[CH:5]=[CH:4][N:3]=[C:2]1[NH:6][C:7]([C:9]1[C:10]([C:18]2[CH:23]=[CH:22][CH:21]=[CH:20][CH:19]=2)=[CH:11][C:12]([N+:15]([O-])=O)=[CH:13][CH:14]=1)=[O:8].C(O)(=O)C. (3) Given the product [P:25]([O:1][CH2:2][C:3]([CH3:20])([CH3:19])[CH2:4][NH:5][C:6]1[CH:11]=[CH:10][C:9]([S:12](=[O:13])(=[O:14])[NH2:15])=[CH:8][C:7]=1[N+:16]([O-:18])=[O:17])([O:26][C:27]([CH3:28])([CH3:29])[CH3:30])([O:31][C:32]([CH3:33])([CH3:34])[CH3:35])=[O:47], predict the reactants needed to synthesize it. The reactants are: [OH:1][CH2:2][C:3]([CH3:20])([CH3:19])[CH2:4][NH:5][C:6]1[CH:11]=[CH:10][C:9]([S:12]([NH2:15])(=[O:14])=[O:13])=[CH:8][C:7]=1[N+:16]([O-:18])=[O:17].C(N(C(C)C)[P:25]([O:31][C:32]([CH3:35])([CH3:34])[CH3:33])[O:26][C:27]([CH3:30])([CH3:29])[CH3:28])(C)C.N1C=NN=N1.OO.S([O-])([O-])=[O:47].S([O-])([O-])=O.[Na+].[Na+].[Na+].[Na+]. (4) Given the product [Cl:1][CH2:2][CH2:3][CH2:4][O:5][C:6]1[CH:11]=[CH:10][C:9]([C:12]2[S:13][C:14]([C:18]([OH:20])=[O:19])=[C:15]([CH3:17])[N:16]=2)=[CH:8][CH:7]=1, predict the reactants needed to synthesize it. The reactants are: [Cl:1][CH2:2][CH2:3][CH2:4][O:5][C:6]1[CH:11]=[CH:10][C:9]([C:12]2[S:13][C:14]([C:18]([O-:20])=[O:19])=[C:15]([CH3:17])[N:16]=2)=[CH:8][CH:7]=1.[OH-].[Na+]. (5) Given the product [Br:1][C:2]1[CH:7]=[CH:6][C:5]([O:8][CH3:10])=[CH:4][C:3]=1[CH3:9], predict the reactants needed to synthesize it. The reactants are: [Br:1][C:2]1[CH:7]=[CH:6][C:5]([OH:8])=[CH:4][C:3]=1[CH3:9].[C:10]([O-])([O-])=O.[K+].[K+].CI.O.